From a dataset of Forward reaction prediction with 1.9M reactions from USPTO patents (1976-2016). Predict the product of the given reaction. (1) The product is: [CH3:1][O:2][C:3](=[O:21])[CH2:4][C:5]1[CH:10]=[CH:9][CH:8]=[C:7]([O:11][C:12]2[CH:17]=[CH:16][C:15]([Br:18])=[CH:14][C:13]=2[CH2:19][NH:22][C@@H:23]([CH2:26][C:27]2[CH:32]=[CH:31][CH:30]=[CH:29][CH:28]=2)[CH2:24][OH:25])[CH:6]=1. Given the reactants [CH3:1][O:2][C:3](=[O:21])[CH2:4][C:5]1[CH:10]=[CH:9][CH:8]=[C:7]([O:11][C:12]2[CH:17]=[CH:16][C:15]([Br:18])=[CH:14][C:13]=2[CH:19]=O)[CH:6]=1.[NH2:22][C@@H:23]([CH2:26][C:27]1[CH:32]=[CH:31][CH:30]=[CH:29][CH:28]=1)[CH2:24][OH:25].C([BH3-])#N.[Na+], predict the reaction product. (2) Given the reactants [NH2:1][C:2]1[C:3]2[C:10](I)=[CH:9][N:8]([CH:12]3[C:16]([CH3:18])([OH:17])[CH:15]([OH:19])[CH:14]([CH2:20][OH:21])[O:13]3)[C:4]=2[N:5]=[CH:6][N:7]=1.NC1C2C(I)=CN([C@H]3[C@](C)(O)C(O)C(CO)O3)C=2N=CN=1.CC1(C)C(C)(C)OB([C:51]2[S:55][CH:54]=[C:53]([C:56]([O:58][CH3:59])=[O:57])[CH:52]=2)O1.CC([O-])=O.[K+], predict the reaction product. The product is: [NH2:1][C:2]1[C:3]2[C:10]([C:51]3[S:55][CH:54]=[C:53]([C:56]([O:58][CH3:59])=[O:57])[CH:52]=3)=[CH:9][N:8]([C@H:12]3[C@@:16]([OH:17])([CH3:18])[CH:15]([OH:19])[CH:14]([CH2:20][OH:21])[O:13]3)[C:4]=2[N:5]=[CH:6][N:7]=1. (3) Given the reactants C(OC([NH:8][C@@H:9]1[CH2:14][C@H:13]2[CH2:15][C@@H:10]1[CH2:11][N:12]2[C:16]1[C:28]2[C:27]3[C:22](=[C:23]([N:31](C)[C:32](=O)OC(C)(C)C)[CH:24]=[C:25]([F:30])[C:26]=3[F:29])[NH:21][C:20]=2[N:19]=[C:18]([O:40][C:41]2[CH:42]=[N:43][C:44]([C@H:47]([O:49][P:50]([O:56]C(C)C)([O:52]C(C)C)=[O:51])[CH3:48])=[N:45][CH:46]=2)[N:17]=1)=O)(C)(C)C, predict the reaction product. The product is: [P:50]([OH:52])([OH:56])([O:49][C@@H:47]([C:44]1[N:45]=[CH:46][C:41]([O:40][C:18]2[N:17]=[C:16]([N:12]3[CH2:11][C@H:10]4[CH2:15][C@@H:13]3[CH2:14][C@H:9]4[NH2:8])[C:28]3[C:27]4[C:22](=[C:23]([NH:31][CH3:32])[CH:24]=[C:25]([F:30])[C:26]=4[F:29])[NH:21][C:20]=3[N:19]=2)=[CH:42][N:43]=1)[CH3:48])=[O:51].